From a dataset of Reaction yield outcomes from USPTO patents with 853,638 reactions. Predict the reaction yield, written as a fraction of the theoretical maximum amount of product (1.0 means a 100% yield; for example, 0.34 means a 34% yield). (1) The catalyst is O1CCCC1.CO. The reactants are [CH:1]1([C:7]2[C:8]3[CH:26]=[CH:25][C:24]([C:27]([NH:29][C:30]([C:33]4[NH:34][C:35]5[CH:41]=[C:40]([C:42]([O:44]C)=[O:43])[CH:39]=[CH:38][C:36]=5[N:37]=4)([CH3:32])[CH3:31])=[O:28])=[CH:23][C:9]=3[N:10]3[C:16]=2[C:15]2[CH:17]=[CH:18][C:19]([O:21][CH3:22])=[CH:20][C:14]=2[O:13][CH2:12][CH2:11]3)[CH2:6][CH2:5][CH2:4][CH2:3][CH2:2]1.[OH-].[Li+].Cl.O. The product is [CH:1]1([C:7]2[C:8]3[CH:26]=[CH:25][C:24]([C:27]([NH:29][C:30]([C:33]4[NH:34][C:35]5[CH:41]=[C:40]([C:42]([OH:44])=[O:43])[CH:39]=[CH:38][C:36]=5[N:37]=4)([CH3:32])[CH3:31])=[O:28])=[CH:23][C:9]=3[N:10]3[C:16]=2[C:15]2[CH:17]=[CH:18][C:19]([O:21][CH3:22])=[CH:20][C:14]=2[O:13][CH2:12][CH2:11]3)[CH2:6][CH2:5][CH2:4][CH2:3][CH2:2]1. The yield is 1.00. (2) The reactants are [CH3:1][O:2][C:3](=[O:25])[C:4]([NH:7][C:8]([C:10]1[C:15]([OH:16])=[CH:14][C:13](OS(C(F)(F)F)(=O)=O)=[CH:12][N:11]=1)=[O:9])([CH3:6])[CH3:5].[Cl:26][C:27]1[CH:28]=[C:29](B(O)O)[CH:30]=[CH:31][CH:32]=1.[O-]P([O-])([O-])=O.[K+].[K+].[K+]. The catalyst is O1CCOCC1.C1C=CC(P(C2C=CC=CC=2)[C-]2C=CC=C2)=CC=1.C1C=CC(P(C2C=CC=CC=2)[C-]2C=CC=C2)=CC=1.Cl[Pd]Cl.[Fe+2]. The product is [CH3:1][O:2][C:3](=[O:25])[C:4]([NH:7][C:8]([C:10]1[C:15]([OH:16])=[CH:14][C:13]([C:31]2[CH:30]=[CH:29][CH:28]=[C:27]([Cl:26])[CH:32]=2)=[CH:12][N:11]=1)=[O:9])([CH3:6])[CH3:5]. The yield is 0.730. (3) The yield is 0.650. No catalyst specified. The reactants are Cl.[N:2]1([CH2:7][C:8]([OH:10])=O)[CH:6]=[CH:5][N:4]=[N:3]1.[Cl:11][C:12]1[S:16][C:15]([CH2:17][C@H:18]2[CH2:22][NH:21][C@H:20]([C:23]([NH:25][C:26]3[CH:31]=[CH:30][C:29]([O:32][C:33]4[CH:38]=[CH:37][C:36]([F:39])=[CH:35][CH:34]=4)=[CH:28][CH:27]=3)=[O:24])[CH2:19]2)=[CH:14][CH:13]=1. The product is [N:2]1([CH2:7][C:8]([N:21]2[CH2:22][C@H:18]([CH2:17][C:15]3[S:16][C:12]([Cl:11])=[CH:13][CH:14]=3)[CH2:19][C@H:20]2[C:23]([NH:25][C:26]2[CH:31]=[CH:30][C:29]([O:32][C:33]3[CH:34]=[CH:35][C:36]([F:39])=[CH:37][CH:38]=3)=[CH:28][CH:27]=2)=[O:24])=[O:10])[CH:6]=[CH:5][N:4]=[N:3]1. (4) The reactants are Br[CH2:2][CH3:3].[O:4]1[CH2:9][CH2:8][O:7][C:6]2[CH:10]=[C:11]([C:14](=[O:24])[CH2:15][C:16]([C:18]3[CH:23]=[CH:22][CH:21]=[CH:20][CH:19]=3)=[O:17])[CH:12]=[CH:13][C:5]1=2.C([O-])([O-])=O.[K+].[K+].O. The catalyst is CS(C)=O.CCOCC. The product is [O:4]1[CH2:9][CH2:8][O:7][C:6]2[CH:10]=[C:11]([C:14](=[O:24])[CH:15]([CH2:2][CH3:3])[C:16]([C:18]3[CH:19]=[CH:20][CH:21]=[CH:22][CH:23]=3)=[O:17])[CH:12]=[CH:13][C:5]1=2. The yield is 0.350. (5) The reactants are [C:1]([O:5][C:6](=[O:20])[NH:7][C:8]1[CH:13]=[CH:12][C:11]([CH2:14][CH2:15][CH3:16])=[C:10]([N+:17]([O-:19])=[O:18])[CH:9]=1)([CH3:4])([CH3:3])[CH3:2].[CH3:21]I. The catalyst is CN(C=O)C. The product is [C:1]([O:5][C:6](=[O:20])[N:7]([CH3:21])[C:8]1[CH:13]=[CH:12][C:11]([CH2:14][CH2:15][CH3:16])=[C:10]([N+:17]([O-:19])=[O:18])[CH:9]=1)([CH3:2])([CH3:3])[CH3:4]. The yield is 0.520. (6) The yield is 0.300. The catalyst is CN(C)C=O.[Cu]I. The reactants are [C:1]([CH:3]1[CH2:7][CH2:6][CH2:5][CH2:4]1)#[CH:2].C(N(CC)CC)C.Cl[C:16]1[C:37]([O:38][CH2:39][CH2:40][O:41][CH2:42][CH2:43][O:44][CH3:45])=[CH:36][C:19]([C:20]([NH:22][S:23]([C:26]2[CH:31]=[CH:30][CH:29]=[CH:28][C:27]=2[S:32](=[O:35])(=[O:34])[NH2:33])(=[O:25])=[O:24])=[O:21])=[CH:18][N:17]=1. The product is [CH:3]1([C:1]#[C:2][C:16]2[C:37]([O:38][CH2:39][CH2:40][O:41][CH2:42][CH2:43][O:44][CH3:45])=[CH:36][C:19]([C:20]([NH:22][S:23]([C:26]3[CH:31]=[CH:30][CH:29]=[CH:28][C:27]=3[S:32](=[O:35])(=[O:34])[NH2:33])(=[O:24])=[O:25])=[O:21])=[CH:18][N:17]=2)[CH2:7][CH2:6][CH2:5][CH2:4]1. (7) The reactants are [CH2:1]([O:8][C:9]1[CH:14]=[CH:13][C:12]([C:15]2[NH:23][C:22]3[C:21](=[O:24])[N:20]([CH2:25][CH2:26][CH3:27])[C:19](=[O:28])[N:18]([CH2:29][CH2:30][CH3:31])[C:17]=3[N:16]=2)=[CH:11][CH:10]=1)[C:2]1[CH:7]=[CH:6][CH:5]=[CH:4][CH:3]=1.C(=O)([O-])[O-].[K+].[K+].[CH3:38][Si:39]([CH3:46])([CH3:45])[CH2:40][CH2:41][O:42][CH2:43]Cl. The catalyst is CN(C=O)C.O. The product is [CH2:1]([O:8][C:9]1[CH:10]=[CH:11][C:12]([C:15]2[N:23]([CH2:43][O:42][CH2:41][CH2:40][Si:39]([CH3:46])([CH3:45])[CH3:38])[C:22]3[C:21](=[O:24])[N:20]([CH2:25][CH2:26][CH3:27])[C:19](=[O:28])[N:18]([CH2:29][CH2:30][CH3:31])[C:17]=3[N:16]=2)=[CH:13][CH:14]=1)[C:2]1[CH:7]=[CH:6][CH:5]=[CH:4][CH:3]=1. The yield is 0.710. (8) The reactants are [CH:1]([C:4]1[CH:5]=[CH:6][C:7]([O:26][CH3:27])=[C:8]([C:10]2[N:15]=[C:14]([NH:16][C@@H:17]([CH:20]([CH3:22])[CH3:21])[CH2:18][OH:19])[C:13]([N+:23]([O-])=O)=[CH:12][CH:11]=2)[CH:9]=1)([CH3:3])[CH3:2].ClC1N=C(N[C@@H](C(C)C)[CH2:37][OH:38])C([N+]([O-])=O)=CC=1.C(C1C=CC(OC)=C(B(O)O)C=1)(C)C.C(=O)([O-])[O-].[K+].[K+]. The catalyst is CN(C=O)C.O.[Pd].C1(P(C2C=CC=CC=2)C2C=CC=CC=2)C=CC=CC=1.C1(P(C2C=CC=CC=2)C2C=CC=CC=2)C=CC=CC=1.C1(P(C2C=CC=CC=2)C2C=CC=CC=2)C=CC=CC=1.C1(P(C2C=CC=CC=2)C2C=CC=CC=2)C=CC=CC=1. The product is [OH:19][CH2:18][C@@H:17]([N:16]1[C:14]2=[N:15][C:10]([C:8]3[CH:9]=[C:4]([CH:1]([CH3:3])[CH3:2])[CH:5]=[CH:6][C:7]=3[O:26][CH3:27])=[CH:11][CH:12]=[C:13]2[NH:23][C:37]1=[O:38])[CH:20]([CH3:22])[CH3:21]. The yield is 0.960.